The task is: Predict the reactants needed to synthesize the given product.. This data is from Full USPTO retrosynthesis dataset with 1.9M reactions from patents (1976-2016). (1) Given the product [OH:2][C:3]1[CH:4]=[CH:5][C:6]([P:9](=[O:26])([C:10]2[CH:15]=[CH:14][C:13]([OH:16])=[CH:12][CH:11]=2)[C:18]2[CH:19]=[CH:20][C:21]([OH:24])=[CH:22][CH:23]=2)=[CH:7][CH:8]=1, predict the reactants needed to synthesize it. The reactants are: C[O:2][C:3]1[CH:8]=[CH:7][C:6]([P:9](=[O:26])([C:18]2[CH:23]=[CH:22][C:21]([O:24]C)=[CH:20][CH:19]=2)[C:10]2[CH:15]=[CH:14][C:13]([O:16]C)=[CH:12][CH:11]=2)=[CH:5][CH:4]=1.[K+].[Br-].S([O-])([O-])=O.[Na+].[Na+].CBr. (2) Given the product [I:23][C:20]1[CH:21]=[CH:22][C:14]2[NH:13][C:2](=[O:4])[O:17][C:16](=[O:18])[C:15]=2[CH:19]=1, predict the reactants needed to synthesize it. The reactants are: Cl[C:2](Cl)([O:4]C(=O)OC(Cl)(Cl)Cl)Cl.[NH2:13][C:14]1[CH:22]=[CH:21][C:20]([I:23])=[CH:19][C:15]=1[C:16]([OH:18])=[O:17].